Dataset: Catalyst prediction with 721,799 reactions and 888 catalyst types from USPTO. Task: Predict which catalyst facilitates the given reaction. (1) Reactant: [CH2:1]([C:3]1([C:15]2[CH:20]=[CH:19][CH:18]=[C:17]([N+:21]([O-])=O)[CH:16]=2)[CH2:8][CH2:7][N:6]([CH2:9][CH2:10][CH2:11][CH2:12][CH2:13][CH3:14])[CH2:5][CH2:4]1)[CH3:2].C(O)C.[Cl-].[Ca+2].[Cl-]. Product: [NH3:6].[NH2:21][C:17]1[CH:16]=[C:15]([C:3]2([CH2:1][CH3:2])[CH2:8][CH2:7][N:6]([CH2:9][CH2:10][CH2:11][CH2:12][CH2:13][CH3:14])[CH2:5][CH2:4]2)[CH:20]=[CH:19][CH:18]=1. The catalyst class is: 150. (2) Reactant: [CH3:1][O:2][C:3]1[CH:4]=[CH:5][C:6]([NH:11][C:12]2[C:13]3[N:14]([N:32]=[CH:33][N:34]=3)[CH:15]=[C:16]([N:18]3[CH2:23][CH2:22][CH2:21][CH:20]([NH:24]C(=O)OC(C)(C)C)[CH2:19]3)[CH:17]=2)=[N:7][C:8]=1[O:9][CH3:10]. Product: [NH2:24][CH:20]1[CH2:21][CH2:22][CH2:23][N:18]([C:16]2[CH:17]=[C:12]([NH:11][C:6]3[CH:5]=[CH:4][C:3]([O:2][CH3:1])=[C:8]([O:9][CH3:10])[N:7]=3)[C:13]3[N:14]([N:32]=[CH:33][N:34]=3)[CH:15]=2)[CH2:19]1. The catalyst class is: 89. (3) Reactant: [F:1][C:2]1[CH:7]=[CH:6][C:5]([CH2:8][C:9]([O:11]CC)=O)=[CH:4][CH:3]=1.[C:14]([C:16]1[CH:21]=[CH:20][N:19]=[CH:18][CH:17]=1)#[N:15].C(O[K])(C)(C)C.CC(O)(C)C.[CH3:33][N:34]=[C:35]=[S:36].[CH3:37]I. Product: [F:1][C:2]1[CH:3]=[CH:4][C:5]([C:8]2[C:9](=[O:11])[N:34]([CH3:33])[C:35]([S:36][CH3:37])=[N:15][C:14]=2[C:16]2[CH:21]=[CH:20][N:19]=[CH:18][CH:17]=2)=[CH:6][CH:7]=1. The catalyst class is: 3. (4) Reactant: [CH2:1]([O:3][CH:4]([O:13][CH2:14][CH3:15])[C:5]1[CH:12]=[CH:11][C:8]([CH:9]=O)=[CH:7][CH:6]=1)[CH3:2].[CH2:16]([NH2:23])[CH2:17][CH2:18][CH2:19][CH2:20][CH2:21][NH2:22].[BH4-].[Na+]. Product: [CH2:1]([O:3][CH:4]([O:13][CH2:14][CH3:15])[C:5]1[CH:12]=[CH:11][C:8]([CH2:9][NH:22][CH2:21][CH2:20][CH2:19][CH2:18][CH2:17][CH2:16][NH2:23])=[CH:7][CH:6]=1)[CH3:2]. The catalyst class is: 125. (5) Reactant: Cl[C:2]1[N:7]=[C:6]([NH2:8])[C:5]([N+:9]([O-:11])=[O:10])=[CH:4][CH:3]=1.[CH2:12]([S:14]([N:17]1[CH2:22][CH2:21][NH:20][CH2:19][CH2:18]1)(=[O:16])=[O:15])[CH3:13].CCN(C(C)C)C(C)C.O. Product: [CH2:12]([S:14]([N:17]1[CH2:18][CH2:19][N:20]([C:2]2[N:7]=[C:6]([NH2:8])[C:5]([N+:9]([O-:11])=[O:10])=[CH:4][CH:3]=2)[CH2:21][CH2:22]1)(=[O:16])=[O:15])[CH3:13]. The catalyst class is: 3. (6) Reactant: [CH3:1][O:2][C:3]1[CH:4]=[C:5]([NH:20][C:21]2[N:26]=[C:25]([O:27][C:28]3[C:37]4[C:32](=[CH:33][CH:34]=[CH:35][CH:36]=4)[C:31]([NH:38][C:39](=[O:47])OC4C=CC=CC=4)=[CH:30][CH:29]=3)[CH:24]=[CH:23][N:22]=2)[CH:6]=[C:7]([O:9][CH2:10][CH2:11][O:12][CH2:13][CH2:14][O:15][CH2:16][CH2:17][O:18][CH3:19])[CH:8]=1.[NH2:48][C:49]1[C:50]([O:61][CH3:62])=[C:51]([CH:54]=[C:55]([C:57]([CH3:60])([CH3:59])[CH3:58])[CH:56]=1)[C:52]#[N:53]. Product: [C:57]([C:55]1[CH:54]=[C:51]([C:52]#[N:53])[C:50]([O:61][CH3:62])=[C:49]([NH:48][C:39]([NH:38][C:31]2[C:32]3[C:37](=[CH:36][CH:35]=[CH:34][CH:33]=3)[C:28]([O:27][C:25]3[CH:24]=[CH:23][N:22]=[C:21]([NH:20][C:5]4[CH:6]=[C:7]([O:9][CH2:10][CH2:11][O:12][CH2:13][CH2:14][O:15][CH2:16][CH2:17][O:18][CH3:19])[CH:8]=[C:3]([O:2][CH3:1])[CH:4]=4)[N:26]=3)=[CH:29][CH:30]=2)=[O:47])[CH:56]=1)([CH3:60])([CH3:58])[CH3:59]. The catalyst class is: 1. (7) Reactant: C([O-])([O-])=O.[K+].[K+].[Cl:7][C:8]1[CH:13]=[CH:12][C:11]([S:14]([O-:16])=[O:15])=[CH:10][CH:9]=1.[Na+].[CH:18]1[C:27]2[C:22](=[CH:23][CH:24]=[CH:25][CH:26]=2)[CH:21]=[CH:20][C:19]=1[CH2:28]Br. Product: [Cl:7][C:8]1[CH:13]=[CH:12][C:11]([S:14]([CH2:28][C:19]2[CH:20]=[CH:21][C:22]3[C:27](=[CH:26][CH:25]=[CH:24][CH:23]=3)[CH:18]=2)(=[O:16])=[O:15])=[CH:10][CH:9]=1. The catalyst class is: 1.